Dataset: Full USPTO retrosynthesis dataset with 1.9M reactions from patents (1976-2016). Task: Predict the reactants needed to synthesize the given product. (1) Given the product [CH2:18]([C:17]1[O:14][C:13]([C:3]2[C:2]([NH2:1])=[CH:7][C:6]([C:8]([F:11])([F:10])[F:9])=[C:5]([Br:12])[N:4]=2)=[N:15][N:16]=1)[C:19]1[CH:24]=[CH:23][CH:22]=[CH:21][CH:20]=1, predict the reactants needed to synthesize it. The reactants are: [NH2:1][C:2]1[C:3]([C:13]([NH:15][NH:16][C:17](=O)[CH2:18][C:19]2[CH:24]=[CH:23][CH:22]=[CH:21][CH:20]=2)=[O:14])=[N:4][C:5]([Br:12])=[C:6]([C:8]([F:11])([F:10])[F:9])[CH:7]=1.S(Cl)(C1C=CC(C)=CC=1)(=O)=O. (2) Given the product [CH:2]1([CH2:5][O:6][C:7]2[CH:12]=[CH:11][C:10]([CH3:13])=[CH:9][C:8]=2[C:14]2[CH:19]=[CH:18][N:17]=[C:16]3[C:20]([C:24]([NH:26][CH:27]4[CH2:28][CH2:29][N:30]([C:36](=[O:37])[CH2:35][O:34][CH3:33])[CH2:31][CH2:32]4)=[O:25])=[C:21]([CH3:23])[NH:22][C:15]=23)[CH2:4][CH2:3]1, predict the reactants needed to synthesize it. The reactants are: Cl.[CH:2]1([CH2:5][O:6][C:7]2[CH:12]=[CH:11][C:10]([CH3:13])=[CH:9][C:8]=2[C:14]2[CH:19]=[CH:18][N:17]=[C:16]3[C:20]([C:24]([NH:26][CH:27]4[CH2:32][CH2:31][NH:30][CH2:29][CH2:28]4)=[O:25])=[C:21]([CH3:23])[NH:22][C:15]=23)[CH2:4][CH2:3]1.[CH3:33][O:34][CH2:35][C:36](Cl)=[O:37]. (3) Given the product [NH2:32][C:6]([CH2:12][CH2:13][C:14]1[CH:19]=[CH:18][C:17]([C:20]2[CH:25]=[CH:24][C:23]([CH2:26][CH2:27][CH2:28][CH2:29][CH2:30][CH3:31])=[CH:22][CH:21]=2)=[CH:16][CH:15]=1)([CH2:7][OH:8])[CH2:5][OH:4], predict the reactants needed to synthesize it. The reactants are: C([O:4][CH2:5][C:6]([NH:32]C(=O)C)([CH2:12][CH2:13][C:14]1[CH:19]=[CH:18][C:17]([C:20]2[CH:25]=[CH:24][C:23]([CH2:26][CH2:27][CH2:28][CH2:29][CH2:30][CH3:31])=[CH:22][CH:21]=2)=[CH:16][CH:15]=1)[CH2:7][O:8]C(=O)C)(=O)C.[Li+].[OH-]. (4) Given the product [Cl:1][C:2]1[CH:3]=[N:4][C:5]2[N:6]([N:8]=[C:9]([C:11]([N:22]3[CH2:21][CH2:20][C:19]4[C:24](=[C:15]([F:14])[CH:16]=[CH:17][CH:18]=4)[CH:23]3[CH3:25])=[O:13])[CH:10]=2)[CH:7]=1, predict the reactants needed to synthesize it. The reactants are: [Cl:1][C:2]1[CH:3]=[N:4][C:5]2[N:6]([N:8]=[C:9]([C:11]([OH:13])=O)[CH:10]=2)[CH:7]=1.[F:14][C:15]1[CH:16]=[CH:17][CH:18]=[C:19]2[C:24]=1[CH:23]([CH3:25])[NH:22][CH2:21][CH2:20]2. (5) Given the product [Cl:1][C:2]1[CH:3]=[CH:4][C:5]([C:8]2[O:14][C:20]3[C:21]([C:10](=[O:12])[CH:9]=2)=[C:16]([OH:15])[CH:17]=[C:18]([OH:23])[CH:19]=3)=[CH:6][CH:7]=1, predict the reactants needed to synthesize it. The reactants are: [Cl:1][C:2]1[CH:7]=[CH:6][C:5]([C:8](=[O:14])[CH2:9][C:10]([O:12]C)=O)=[CH:4][CH:3]=1.[OH:15][C:16]1[CH:21]=[C:20](O)[CH:19]=[C:18]([OH:23])[CH:17]=1. (6) Given the product [CH3:8][NH:9][CH2:17][C@H:18]1[CH2:21][C@H:20]([O:22][C:23]2[CH:28]=[CH:27][C:26]([CH2:29][N:30]3[CH2:34][CH2:33][CH2:32][CH2:31]3)=[CH:25][CH:24]=2)[CH2:19]1, predict the reactants needed to synthesize it. The reactants are: FC(F)(F)C(O)=O.[CH3:8][N:9]([CH2:17][C@H:18]1[CH2:21][C@H:20]([O:22][C:23]2[CH:28]=[CH:27][C:26]([CH2:29][N:30]3[CH2:34][CH2:33][CH2:32][CH2:31]3)=[CH:25][CH:24]=2)[CH2:19]1)C(=O)OC(C)(C)C. (7) Given the product [F:1][C:2]1[CH:9]=[CH:8][C:7]([CH:10]([OH:12])[CH3:11])=[CH:6][C:3]=1[C:4]([OH:15])=[O:13], predict the reactants needed to synthesize it. The reactants are: [F:1][C:2]1[CH:9]=[CH:8][C:7]([CH:10]([OH:12])[CH3:11])=[CH:6][C:3]=1[C:4]#N.[OH-:13].[Na+].[OH2:15]. (8) Given the product [OH:61][C@@H:59]([C:56]1([C:48]2[O:47][N:46]=[C:45]([C:42]3[CH:41]=[CH:40][C:39]([OH:38])=[CH:44][CH:43]=3)[C:49]=2[C:50]2[CH:55]=[CH:54][CH:53]=[CH:52][CH:51]=2)[CH2:58][CH2:57]1)[CH3:60], predict the reactants needed to synthesize it. The reactants are: CN1C(C)(C)CCCC1(C)C.B1(C)OC(C2C=CC=CC=2)(C2C=CC=CC=2)[C@H]2N1CCC2.C([Si](C)(C)[O:38][C:39]1[CH:44]=[CH:43][C:42]([C:45]2[C:49]([C:50]3[CH:55]=[CH:54][CH:53]=[CH:52][CH:51]=3)=[C:48]([C:56]3([C:59](=[O:61])[CH3:60])[CH2:58][CH2:57]3)[O:47][N:46]=2)=[CH:41][CH:40]=1)(C)(C)C.[F-].C([N+](CCCC)(CCCC)CCCC)CCC.[Cl-].[NH4+]. (9) Given the product [OH:42][C@H:41]([CH2:40][OH:39])[CH2:43][CH2:44][NH:45][C:34]([CH:16]1[CH:15]([C:11]2[CH:12]=[CH:13][CH:14]=[C:9]([Cl:8])[CH:10]=2)[C:19]([C:22]2[CH:23]=[CH:24][C:25]([Cl:28])=[CH:26][CH:27]=2)([C:20]#[N:21])[CH:18]([CH:29]([CH2:32][CH3:33])[CH2:30][CH3:31])[NH:17]1)=[O:35], predict the reactants needed to synthesize it. The reactants are: FC(F)(F)C(O)=O.[Cl:8][C:9]1[CH:10]=[C:11]([CH:15]2[C:19]([C:22]3[CH:27]=[CH:26][C:25]([Cl:28])=[CH:24][CH:23]=3)([C:20]#[N:21])[CH:18]([CH:29]([CH2:32][CH3:33])[CH2:30][CH3:31])[NH:17][CH:16]2[C:34](O)=[O:35])[CH:12]=[CH:13][CH:14]=1.CC1(C)[O:42][C@@H:41]([CH2:43][CH2:44][NH2:45])[CH2:40][O:39]1.CN(C(ON1N=NC2C=CC=NC1=2)=[N+](C)C)C.F[P-](F)(F)(F)(F)F.CCN(C(C)C)C(C)C.Cl.